The task is: Predict the product of the given reaction.. This data is from Forward reaction prediction with 1.9M reactions from USPTO patents (1976-2016). (1) Given the reactants [CH2:1]([O:8][C:9]([N:11]1[CH2:15][C@@H:14]([O:16][Si:17]([C:20]([CH3:23])([CH3:22])[CH3:21])([CH3:19])[CH3:18])[CH2:13][C@@H:12]1[CH:24](OC(OC1C=CC=CC=1)=S)[C:25]1[C:26]([CH3:32])=[N:27][N:28]([CH3:31])[C:29]=1[CH3:30])=[O:10])[C:2]1[CH:7]=[CH:6][CH:5]=[CH:4][CH:3]=1.C([SnH](CCCC)CCCC)CCC.N(C(C)(C)C#N)=NC(C)(C)C#N, predict the reaction product. The product is: [CH2:1]([O:8][C:9]([N:11]1[CH2:15][C@@H:14]([O:16][Si:17]([C:20]([CH3:22])([CH3:23])[CH3:21])([CH3:19])[CH3:18])[CH2:13][C@@H:12]1[CH2:24][C:25]1[C:26]([CH3:32])=[N:27][N:28]([CH3:31])[C:29]=1[CH3:30])=[O:10])[C:2]1[CH:3]=[CH:4][CH:5]=[CH:6][CH:7]=1. (2) Given the reactants [F:1][C:2]1[CH:7]=[C:6]([I:8])[CH:5]=[C:4]([F:9])[C:3]=1[C@@H:10]1[C:15]2[NH:16][C:17]3[C:22]([C:14]=2[CH2:13][C@@H:12]([CH3:23])[NH:11]1)=[CH:21][CH:20]=[CH:19][CH:18]=3.[F:24][C:25]([CH3:30])([CH3:29])[C:26](Cl)=[O:27].C(Cl)(=O)C(Cl)=O.C(=O)(O)[O-].[Na+].CCN(C(C)C)C(C)C, predict the reaction product. The product is: [F:9][C:4]1[CH:5]=[C:6]([I:8])[CH:7]=[C:2]([F:1])[C:3]=1[C@@H:10]1[C:15]2[NH:16][C:17]3[C:22]([C:14]=2[CH2:13][C@@H:12]([CH3:23])[N:11]1[C:26](=[O:27])[C:25]([F:24])([CH3:30])[CH3:29])=[CH:21][CH:20]=[CH:19][CH:18]=3. (3) Given the reactants Br[C:2]1[CH:7]=[CH:6][N:5]=[C:4]2[N:8]([S:20]([C:23]3[CH:29]=[CH:28][C:26]([CH3:27])=[CH:25][CH:24]=3)(=[O:22])=[O:21])[C:9]([C:11]3[CH:19]=[C:18]4[C:14]([CH:15]=[N:16][NH:17]4)=[CH:13][CH:12]=3)=[CH:10][C:3]=12.BrC1C=CN=C2N(COCC[Si](C)(C)C)C(C3C=NNC=3)=CC=12.[C:53]([NH:56][C:57]1[CH:58]=[C:59](B(O)O)[CH:60]=[CH:61][CH:62]=1)(=[O:55])[CH3:54], predict the reaction product. The product is: [NH:17]1[C:18]2[C:14](=[CH:13][CH:12]=[C:11]([C:9]3[N:8]([S:20]([C:23]4[CH:24]=[CH:25][C:26]([CH3:27])=[CH:28][CH:29]=4)(=[O:21])=[O:22])[C:4]4=[N:5][CH:6]=[CH:7][C:2]([C:61]5[CH:62]=[C:57]([NH:56][C:53](=[O:55])[CH3:54])[CH:58]=[CH:59][CH:60]=5)=[C:3]4[CH:10]=3)[CH:19]=2)[CH:15]=[N:16]1. (4) Given the reactants [Br:1][C:2]1[CH:7]=[C:6]([C:8]([F:11])([F:10])[F:9])[CH:5]=[C:4]([NH2:12])[C:3]=1[NH:13][CH3:14].[CH2:15]([S:17][C:18]1[CH:26]=[CH:25][CH:24]=[CH:23][C:19]=1[C:20](O)=O)[CH3:16].CCN=C=NCCCN(C)C.N1C=CC=CC=1, predict the reaction product. The product is: [Br:1][C:2]1[C:3]2[N:13]([CH3:14])[C:20]([C:19]3[CH:23]=[CH:24][CH:25]=[CH:26][C:18]=3[S:17][CH2:15][CH3:16])=[N:12][C:4]=2[CH:5]=[C:6]([C:8]([F:9])([F:10])[F:11])[CH:7]=1. (5) The product is: [C:1]1([C:7]2[C:8]3([CH2:24][C:19]4[C:18](=[CH:23][CH:22]=[CH:21][CH:20]=4)[CH2:17]3)[C:9]3[C:14](=[CH:13][CH:12]=[CH:11][CH:10]=3)[CH:15]=2)[CH:2]=[CH:3][CH:4]=[CH:5][CH:6]=1. Given the reactants [C:1]1([C:7]2[CH2:8][C:9]3[C:14]([CH:15]=2)=[CH:13][CH:12]=[CH:11][CH:10]=3)[CH:6]=[CH:5][CH:4]=[CH:3][CH:2]=1.Br[CH2:17][C:18]1[C:19]([CH2:24]Br)=[CH:20][CH:21]=[CH:22][CH:23]=1.[OH-].[Na+], predict the reaction product.